This data is from Aqueous solubility values for 9,982 compounds from the AqSolDB database. The task is: Regression/Classification. Given a drug SMILES string, predict its absorption, distribution, metabolism, or excretion properties. Task type varies by dataset: regression for continuous measurements (e.g., permeability, clearance, half-life) or binary classification for categorical outcomes (e.g., BBB penetration, CYP inhibition). For this dataset (solubility_aqsoldb), we predict Y. The drug is O=C(O)Cc1c[nH]c(=O)[nH]c1=O. The Y is -1.63 log mol/L.